Dataset: Full USPTO retrosynthesis dataset with 1.9M reactions from patents (1976-2016). Task: Predict the reactants needed to synthesize the given product. (1) Given the product [C:1]([O:5][C:6]([NH:8][C@H:9]([CH:13]([CH3:15])[CH3:14])[C:10]([O:12][C@@H:47]1[C@@H:42]([NH:41][C:40]([O:39][CH3:38])=[O:83])[CH2:43][CH2:44][N:45]([C:48]2[CH:53]=[C:52]([C:54]#[N:55])[CH:51]=[C:50]([NH:56][C:57]3[N:62]=[C:61]([N:63]([CH:73]4[CH2:75][CH2:74]4)[CH2:64][C:65]4[CH:66]=[CH:67][C:68]([O:71][CH3:72])=[CH:69][CH:70]=4)[C:60]4=[N:76][CH:77]=[C:78]([C:79]#[N:80])[N:59]4[N:58]=3)[C:49]=2[Cl:81])[CH2:46]1)=[O:11])=[O:7])([CH3:4])([CH3:3])[CH3:2], predict the reactants needed to synthesize it. The reactants are: [C:1]([O:5][C:6]([NH:8][C@@H:9]([CH:13]([CH3:15])[CH3:14])[C:10]([OH:12])=[O:11])=[O:7])([CH3:4])([CH3:3])[CH3:2].F[P-](F)(F)(F)(F)F.CN(C)C(F)=[N+](C)C.C(N(CC)CC)C.[CH3:38][O:39][C:40](=[O:83])[NH:41][C@@H:42]1[CH2:47][CH2:46][N:45]([C:48]2[CH:53]=[C:52]([C:54]#[N:55])[CH:51]=[C:50]([NH:56][C:57]3[N:62]=[C:61]([N:63]([CH:73]4[CH2:75][CH2:74]4)[CH2:64][C:65]4[CH:70]=[CH:69][C:68]([O:71][CH3:72])=[CH:67][CH:66]=4)[C:60]4=[N:76][CH:77]=[C:78]([C:79]#[N:80])[N:59]4[N:58]=3)[C:49]=2[Cl:81])[CH2:44][C@H:43]1O. (2) Given the product [C:25]([O:24][C:23]([N:22]([CH2:30][CH:31]1[CH2:33][CH2:32]1)[CH2:21][C@H:20]([C:34]1[CH:35]=[CH:36][C:37]([Cl:40])=[CH:38][CH:39]=1)[C:19]([OH:41])=[O:2])=[O:29])([CH3:27])([CH3:26])[CH3:28], predict the reactants needed to synthesize it. The reactants are: [Li+].[OH-:2].O.OO.C([C@@H]1COC(=O)N1[C:19](=[O:41])[C@@H:20]([C:34]1[CH:39]=[CH:38][C:37]([Cl:40])=[CH:36][CH:35]=1)[CH2:21][N:22]([CH2:30][CH:31]1[CH2:33][CH2:32]1)[C:23](=[O:29])[O:24][C:25]([CH3:28])([CH3:27])[CH3:26])C1C=CC=CC=1.